Dataset: Catalyst prediction with 721,799 reactions and 888 catalyst types from USPTO. Task: Predict which catalyst facilitates the given reaction. Reactant: [F:1][C:2]1[CH:3]=[C:4]([C:12]2[C:13]3[CH2:20][CH2:19][CH2:18][C:14]=3[CH:15]=[N:16][CH:17]=2)[CH:5]=[CH:6][C:7]=1[C:8]([F:11])([F:10])[F:9].C(=O)(O)[O-:22].[Na+].C(OO)(C)(C)C. Product: [F:1][C:2]1[CH:3]=[C:4]([C:12]2[C:13]3[CH2:20][CH2:19][C:18](=[O:22])[C:14]=3[CH:15]=[N:16][CH:17]=2)[CH:5]=[CH:6][C:7]=1[C:8]([F:11])([F:10])[F:9]. The catalyst class is: 2.